This data is from Forward reaction prediction with 1.9M reactions from USPTO patents (1976-2016). The task is: Predict the product of the given reaction. (1) The product is: [C:23]([C:22]1([CH2:21][CH2:20][CH2:19][CH2:18][C:15]2[CH:14]=[CH:13][C:12]([F:11])=[CH:17][CH:16]=2)[CH2:10][O:9]1)([CH3:26])([CH3:24])[CH3:25]. Given the reactants CSC.S([O:9][CH3:10])(OC)(=O)=O.[F:11][C:12]1[CH:17]=[CH:16][C:15]([CH2:18][CH2:19][CH2:20][CH2:21][C:22](=O)[C:23]([CH3:26])([CH3:25])[CH3:24])=[CH:14][CH:13]=1.[OH-].[K+], predict the reaction product. (2) Given the reactants [NH:1]1[C:9]2[C:4](=[C:5]([CH2:10][CH2:11][CH2:12][NH:13][C:14]3[N:19]=[C:18]([CH3:20])[C:17]([C:21]([NH:23][C@@H:24]([CH2:28][NH:29][C:30]([C:32]4[S:33][CH:34]=[CH:35][CH:36]=4)=[O:31])[C:25]([OH:27])=[O:26])=[O:22])=[C:16]([CH3:37])[N:15]=3)[CH:6]=[CH:7][CH:8]=2)[CH:3]=[N:2]1.I[CH2:39][CH2:40][CH2:41][CH2:42][CH3:43].C(=O)([O-])[O-].[K+].[K+], predict the reaction product. The product is: [CH2:39]([O:26][C:25](=[O:27])[C@@H:24]([NH:23][C:21]([C:17]1[C:16]([CH3:37])=[N:15][C:14]([NH:13][CH2:12][CH2:11][CH2:10][C:5]2[CH:6]=[CH:7][CH:8]=[C:9]3[C:4]=2[CH:3]=[N:2][NH:1]3)=[N:19][C:18]=1[CH3:20])=[O:22])[CH2:28][NH:29][C:30]([C:32]1[S:33][CH:34]=[CH:35][CH:36]=1)=[O:31])[CH2:40][CH2:41][CH2:42][CH3:43]. (3) Given the reactants [Br:1][C:2]1[C:6]2[S:7][C:8](C(O)=O)=[C:9]([CH2:10][CH2:11][CH2:12][CH2:13][CH2:14][CH2:15][CH2:16][CH2:17][CH2:18][CH2:19][CH2:20][CH3:21])[C:5]=2[S:4][CH:3]=1, predict the reaction product. The product is: [Br:1][C:2]1[C:6]2[S:7][CH:8]=[C:9]([CH2:10][CH2:11][CH2:12][CH2:13][CH2:14][CH2:15][CH2:16][CH2:17][CH2:18][CH2:19][CH2:20][CH3:21])[C:5]=2[S:4][CH:3]=1. (4) Given the reactants [Br:1][C:2]1[CH:3]=[N:4][C:5]2[N:6]([N:8]=[C:9]([C:11]([OH:13])=O)[CH:10]=2)[CH:7]=1.[CH3:14][C@@H:15]1[C:24]2[C:19](=[CH:20][CH:21]=[CH:22][CH:23]=2)[CH2:18][CH2:17][NH:16]1, predict the reaction product. The product is: [Br:1][C:2]1[CH:3]=[N:4][C:5]2[N:6]([N:8]=[C:9]([C:11]([N:16]3[CH2:17][CH2:18][C:19]4[C:24](=[CH:23][CH:22]=[CH:21][CH:20]=4)[C@H:15]3[CH3:14])=[O:13])[CH:10]=2)[CH:7]=1. (5) Given the reactants [C:1]1([NH:7][C:8]2[S:9][C:10]([C:20]([OH:22])=O)=[C:11]3[CH2:19][CH2:18][C:14]4[CH:15]=[N:16][O:17][C:13]=4[C:12]=23)[CH:6]=[CH:5][CH:4]=[CH:3][CH:2]=1.[CH3:23][N:24]([CH3:26])[NH2:25].ON1C2C=CC=CC=2N=N1.CCN=C=NCCCN(C)C.C(O)(=O)CC(CC(O)=O)(C(O)=O)O, predict the reaction product. The product is: [CH3:23][N:24]([CH3:26])[NH:25][C:20]([C:10]1[S:9][C:8]([NH:7][C:1]2[CH:6]=[CH:5][CH:4]=[CH:3][CH:2]=2)=[C:12]2[C:13]3[O:17][N:16]=[CH:15][C:14]=3[CH2:18][CH2:19][C:11]=12)=[O:22]. (6) Given the reactants FC(F)(F)S(O[C@@H:7]([C:12]1[CH:13]=[N:14][C:15]([Cl:18])=[CH:16][CH:17]=1)[C:8]([F:11])([F:10])[F:9])(=O)=O.[C:21]([O:25][CH2:26][CH2:27][N:28]([C@H:36]1[CH2:40][CH2:39][NH:38][CH2:37]1)[C:29](=[O:35])[O:30][C:31]([CH3:34])([CH3:33])[CH3:32])([CH3:24])([CH3:23])[CH3:22], predict the reaction product. The product is: [C:21]([O:25][CH2:26][CH2:27][N:28]([C@H:36]1[CH2:40][CH2:39][N:38]([C@H:7]([C:12]2[CH:13]=[N:14][C:15]([Cl:18])=[CH:16][CH:17]=2)[C:8]([F:11])([F:10])[F:9])[CH2:37]1)[C:29](=[O:35])[O:30][C:31]([CH3:32])([CH3:33])[CH3:34])([CH3:22])([CH3:23])[CH3:24]. (7) Given the reactants Cl[C:2]1[C:11]([CH2:12][OH:13])=[CH:10][C:9]2[C:4](=[C:5]([CH3:14])[CH:6]=[CH:7][CH:8]=2)[N:3]=1.[NH:15]1[CH2:20][CH2:19][O:18][CH2:17][CH2:16]1, predict the reaction product. The product is: [CH3:14][C:5]1[CH:6]=[CH:7][CH:8]=[C:9]2[C:4]=1[N:3]=[C:2]([N:15]1[CH2:20][CH2:19][O:18][CH2:17][CH2:16]1)[C:11]([CH2:12][OH:13])=[CH:10]2.